Regression/Classification. Given a drug SMILES string, predict its absorption, distribution, metabolism, or excretion properties. Task type varies by dataset: regression for continuous measurements (e.g., permeability, clearance, half-life) or binary classification for categorical outcomes (e.g., BBB penetration, CYP inhibition). Dataset: cyp2c9_veith. From a dataset of CYP2C9 inhibition data for predicting drug metabolism from PubChem BioAssay. (1) The compound is O=C(O)CSc1ccc([N+](=O)[O-])cc1[N+](=O)[O-]. The result is 0 (non-inhibitor). (2) The drug is CC(C)=CCC/C(C)=C/CO/N=C1\[C@@H]2CCn3c(=O)n(Cc4cc5c(cc4Cl)OCO5)c(=O)n3[C@H]2[C@H](O)[C@H]2O[C@H]12. The result is 0 (non-inhibitor).